From a dataset of Catalyst prediction with 721,799 reactions and 888 catalyst types from USPTO. Predict which catalyst facilitates the given reaction. (1) Reactant: [CH2:1]([C:3]1[CH:8]=[CH:7][CH:6]=[CH:5][CH:4]=1)[CH3:2].[C:9](Cl)(=[O:12])[CH:10]=[CH2:11].[Cl-].[Al+3].[Cl-].[Cl-]. Product: [CH2:1]([C:3]1[CH:8]=[CH:7][C:6]([C:9](=[O:12])[CH:10]=[CH2:11])=[CH:5][CH:4]=1)[CH3:2]. The catalyst class is: 4. (2) Reactant: [H-].COCCO[Al+]OCCOC.[Na+].[H-].[NH2:15][C:16]1([CH3:31])[C:20]2([CH2:22][CH2:21]2)[C:19](=O)[N:18]([CH2:24][C:25]2[CH:30]=[CH:29][CH:28]=[CH:27][CH:26]=2)[CH2:17]1.[OH-].[Na+]. Product: [NH2:15][C:16]1([CH3:31])[C:20]2([CH2:22][CH2:21]2)[CH2:19][N:18]([CH2:24][C:25]2[CH:30]=[CH:29][CH:28]=[CH:27][CH:26]=2)[CH2:17]1. The catalyst class is: 11. (3) The catalyst class is: 1. Product: [Cl:1][C:2]1[CH:11]=[C:10]2[C:5]([C:6]([N:12]3[CH2:17][CH2:16][N:15]([C:27]([NH:26][CH2:18][CH2:19][C:20]4[CH:25]=[CH:24][CH:23]=[CH:22][CH:21]=4)=[O:28])[CH2:14][CH2:13]3)=[CH:7][CH:8]=[N:9]2)=[CH:4][CH:3]=1. Reactant: [Cl:1][C:2]1[CH:11]=[C:10]2[C:5]([C:6]([N:12]3[CH2:17][CH2:16][NH:15][CH2:14][CH2:13]3)=[CH:7][CH:8]=[N:9]2)=[CH:4][CH:3]=1.[CH2:18]([N:26]=[C:27]=[O:28])[CH2:19][C:20]1[CH:25]=[CH:24][CH:23]=[CH:22][CH:21]=1.CCCCCC.CCOC(C)=O. (4) Reactant: [CH3:1][N:2]1[C:11]2[C:6](=[CH:7][CH:8]=[CH:9][CH:10]=2)[C:5]([OH:12])=[C:4]([C:13](=[O:28])[CH:14]=[CH:15][C:16]2[CH:21]=[CH:20][CH:19]=[C:18]([O:22][CH2:23][C:24]([O:26][CH3:27])=[O:25])[CH:17]=2)[C:3]1=[O:29].[CH3:30]N(C)P(N(C)C)(N(C)C)=O.[H-].[Na+].S(OC)(OC)(=O)=O. Product: [CH3:1][N:2]1[C:11]2[C:6](=[CH:7][CH:8]=[CH:9][CH:10]=2)[C:5]([O:12][CH3:30])=[C:4]([C:13](=[O:28])[CH:14]=[CH:15][C:16]2[CH:21]=[CH:20][CH:19]=[C:18]([O:22][CH2:23][C:24]([O:26][CH3:27])=[O:25])[CH:17]=2)[C:3]1=[O:29]. The catalyst class is: 6. (5) Reactant: C([O:5][C:6](=[O:37])[CH2:7][CH2:8][C:9]1[CH:14]=[C:13]([CH3:15])[C:12]([C:16]2[NH:20][C:19]3[CH:21]=[CH:22][C:23]([C:25](=[O:35])[NH:26][C:27]4[CH:32]=[CH:31][C:30]([CH3:33])=[C:29]([CH3:34])[CH:28]=4)=[CH:24][C:18]=3[N:17]=2)=[C:11]([CH3:36])[CH:10]=1)(C)(C)C.[OH-].[Na+].Cl. Product: [CH3:34][C:29]1[CH:28]=[C:27]([NH:26][C:25]([C:23]2[CH:22]=[CH:21][C:19]3[NH:20][C:16]([C:12]4[C:11]([CH3:36])=[CH:10][C:9]([CH2:8][CH2:7][C:6]([OH:37])=[O:5])=[CH:14][C:13]=4[CH3:15])=[N:17][C:18]=3[CH:24]=2)=[O:35])[CH:32]=[CH:31][C:30]=1[CH3:33]. The catalyst class is: 5. (6) Reactant: [C:1]([C:5]1[N:10]=[C:9]([CH2:11][CH2:12][CH2:13][CH2:14][CH2:15][CH3:16])[C:8]([C:17]([N:19]([CH2:37][CH:38]([CH3:40])[CH3:39])[C@@H:20]2[CH2:25][N:24]([C:26]([O:28][C:29]([CH3:32])([CH3:31])[CH3:30])=[O:27])[CH2:23][C@H:22]([C:33](OC)=[O:34])[CH2:21]2)=[O:18])=[CH:7][N:6]=1)([CH3:4])([CH3:3])[CH3:2].[OH-:41].[Na+]. Product: [C:1]([C:5]1[N:10]=[C:9]([CH2:11][CH2:12][CH2:13][CH2:14][CH2:15][CH3:16])[C:8]([C:17]([N:19]([CH2:37][CH:38]([CH3:39])[CH3:40])[C@H:20]2[CH2:21][C@@H:22]([C:33]([N:6]3[CH2:7][CH2:8][O:41][CH2:1][CH2:5]3)=[O:34])[CH2:23][N:24]([C:26]([O:28][C:29]([CH3:31])([CH3:32])[CH3:30])=[O:27])[CH2:25]2)=[O:18])=[CH:7][N:6]=1)([CH3:3])([CH3:4])[CH3:2]. The catalyst class is: 92. (7) Reactant: [C:1]([C:5]1[CH:6]=[C:7]2[C:11](=[CH:12][CH:13]=1)[C:10](=[O:14])[NH:9][CH2:8]2)([CH3:4])([CH3:3])[CH3:2].[C:15]([O:18][CH2:19][C:20]1[C:25]([Br:26])=[CH:24][CH:23]=[CH:22][C:21]=1Br)(=[O:17])[CH3:16].C(=O)([O-])[O-].[Cs+].[Cs+].CNCCNC. Product: [C:15]([O:18][CH2:19][C:20]1[C:21]([N:9]2[CH2:8][C:7]3[C:11](=[CH:12][CH:13]=[C:5]([C:1]([CH3:4])([CH3:2])[CH3:3])[CH:6]=3)[C:10]2=[O:14])=[CH:22][CH:23]=[CH:24][C:25]=1[Br:26])(=[O:17])[CH3:16]. The catalyst class is: 246.